From a dataset of Peptide-MHC class II binding affinity with 134,281 pairs from IEDB. Regression. Given a peptide amino acid sequence and an MHC pseudo amino acid sequence, predict their binding affinity value. This is MHC class II binding data. (1) The peptide sequence is QKEYMERQGKTPLGL. The MHC is H-2-IAb with pseudo-sequence H-2-IAb. The binding affinity (normalized) is 0. (2) The peptide sequence is ALSAEYAAVAQELSV. The MHC is HLA-DPA10201-DPB10101 with pseudo-sequence HLA-DPA10201-DPB10101. The binding affinity (normalized) is 0.522.